From a dataset of Full USPTO retrosynthesis dataset with 1.9M reactions from patents (1976-2016). Predict the reactants needed to synthesize the given product. (1) Given the product [CH:10]([C:2]1[N:7]=[CH:6][C:5]([CH2:8][OH:9])=[CH:4][CH:3]=1)=[CH2:11], predict the reactants needed to synthesize it. The reactants are: Cl[C:2]1[N:7]=[CH:6][C:5]([CH2:8][OH:9])=[CH:4][CH:3]=1.[CH:10]([B-](F)(F)F)=[CH2:11].[K+].C(Cl)Cl. (2) Given the product [CH3:1][NH:2][C:6]1[CH:30]=[CH:29][C:9]2[N:10]([CH2:22][CH:23]3[CH2:28][CH2:27][O:26][CH2:25][CH2:24]3)[C:11]([C:13]([CH3:21])([C:15]3[CH:20]=[CH:19][CH:18]=[CH:17][N:16]=3)[CH3:14])=[N:12][C:8]=2[CH:7]=1, predict the reactants needed to synthesize it. The reactants are: [CH3:1][N:2]([C:6]1[CH:30]=[CH:29][C:9]2[N:10]([CH2:22][CH:23]3[CH2:28][CH2:27][O:26][CH2:25][CH2:24]3)[C:11]([C:13]([CH3:21])([C:15]3[CH:20]=[CH:19][CH:18]=[CH:17][N:16]=3)[CH3:14])=[N:12][C:8]=2[CH:7]=1)C(=O)C.